Task: Predict the product of the given reaction.. Dataset: Forward reaction prediction with 1.9M reactions from USPTO patents (1976-2016) (1) The product is: [CH2:20]([O:27][C:28]1[CH:29]=[C:30]([CH2:36][CH2:37][NH:38][C:11](=[O:13])/[CH:10]=[CH:9]/[C:6]2[CH:7]=[N:8][C:3]([O:2][CH3:1])=[CH:4][CH:5]=2)[CH:31]=[CH:32][C:33]=1[O:34][CH3:35])[C:21]1[CH:22]=[CH:23][CH:24]=[CH:25][CH:26]=1. Given the reactants [CH3:1][O:2][C:3]1[N:8]=[CH:7][C:6](/[CH:9]=[CH:10]/[C:11]([OH:13])=O)=[CH:5][CH:4]=1.C(Cl)(=O)C(Cl)=O.[CH2:20]([O:27][C:28]1[CH:29]=[C:30]([CH2:36][CH2:37][NH2:38])[CH:31]=[CH:32][C:33]=1[O:34][CH3:35])[C:21]1[CH:26]=[CH:25][CH:24]=[CH:23][CH:22]=1.CCN(C(C)C)C(C)C, predict the reaction product. (2) Given the reactants [CH2:1]([N:3]([CH2:11][C:12]1[N:13]=[C:14]2[S:21][C:20]([CH3:22])=[C:19]([CH2:23][CH2:24][C:25]([NH2:27])=O)[N:15]2[C:16](=[O:18])[CH:17]=1)[C:4]1[CH:9]=[CH:8][C:7]([F:10])=[CH:6][CH:5]=1)[CH3:2].C(N(CC)CC)C.C(S(OS(C(F)(F)F)(=O)=O)(=O)=O)(F)(F)F, predict the reaction product. The product is: [CH2:1]([N:3]([CH2:11][C:12]1[N:13]=[C:14]2[S:21][C:20]([CH3:22])=[C:19]([CH2:23][CH2:24][C:25]#[N:27])[N:15]2[C:16](=[O:18])[CH:17]=1)[C:4]1[CH:5]=[CH:6][C:7]([F:10])=[CH:8][CH:9]=1)[CH3:2]. (3) Given the reactants [N:1]1[NH:2][N:3]=[N:4][C:5]=1[C:6]1[CH:7]=[C:8]([C:12]2[N:13]=[C:14](Cl)[C:15]3[C:16](=[CH:18][N:19](CC4C=CC(OC)=CC=4)[N:20]=3)[N:17]=2)[CH:9]=[CH:10][CH:11]=1.[CH3:31][N:32]1[CH2:37][CH2:36][N:35]([C:38]2[CH:44]=[CH:43][C:41]([NH2:42])=[CH:40][CH:39]=2)[CH2:34][CH2:33]1.Cl, predict the reaction product. The product is: [N:1]1[NH:2][N:3]=[N:4][C:5]=1[C:6]1[CH:7]=[C:8]([C:12]2[N:13]=[C:14]([NH:42][C:41]3[CH:40]=[CH:39][C:38]([N:35]4[CH2:34][CH2:33][N:32]([CH3:31])[CH2:37][CH2:36]4)=[CH:44][CH:43]=3)[C:15]3[NH:20][N:19]=[CH:18][C:16]=3[N:17]=2)[CH:9]=[CH:10][CH:11]=1. (4) Given the reactants [F:1][C:2]1([F:58])[C:6]2[N:7]([CH2:14][C:15]([NH:17][C@H:18]([C:28]3[C:33]([C:34]4[CH:35]=[CH:36][CH:37]=[C:38]5[C:42]=4[N:41]([CH3:43])[N:40]=[C:39]5[NH:44][S:45]([CH3:48])(=[O:47])=[O:46])=[CH:32][CH:31]=[C:30]([C:49]#[C:50][CH:51]4[CH2:56]COC[CH2:52]4)[N:29]=3)[CH2:19][C:20]3[CH:25]=[C:24]([F:26])[CH:23]=[C:22]([F:27])[CH:21]=3)=[O:16])[N:8]=[C:9]([C:10]([F:13])([F:12])[F:11])[C:5]=2[C@H:4]2[CH2:57][C@@H:3]12.C(C1(C)C[O:63][CH2:62]1)#C, predict the reaction product. The product is: [F:58][C:2]1([F:1])[C:6]2[N:7]([CH2:14][C:15]([NH:17][C@H:18]([C:28]3[C:33]([C:34]4[CH:35]=[CH:36][CH:37]=[C:38]5[C:42]=4[N:41]([CH3:43])[N:40]=[C:39]5[NH:44][S:45]([CH3:48])(=[O:46])=[O:47])=[CH:32][CH:31]=[C:30]([C:49]#[C:50][C:51]4([CH3:52])[CH2:62][O:63][CH2:56]4)[N:29]=3)[CH2:19][C:20]3[CH:21]=[C:22]([F:27])[CH:23]=[C:24]([F:26])[CH:25]=3)=[O:16])[N:8]=[C:9]([C:10]([F:11])([F:12])[F:13])[C:5]=2[C@H:4]2[CH2:57][C@@H:3]12. (5) Given the reactants [CH3:1][N:2]1[CH2:7][CH2:6][CH:5]([NH:8][C:9]2[N:14]=[CH:13][C:12]([N+:15]([O-])=O)=[CH:11][N:10]=2)[CH2:4][CH2:3]1, predict the reaction product. The product is: [CH3:1][N:2]1[CH2:3][CH2:4][CH:5]([NH:8][C:9]2[N:10]=[CH:11][C:12]([NH2:15])=[CH:13][N:14]=2)[CH2:6][CH2:7]1. (6) The product is: [F:1][C:2]1[CH:7]=[CH:6][CH:5]=[CH:4][C:3]=1[C:8](=[O:34])[CH2:9][CH2:10][CH2:11][CH2:12][CH2:13][CH2:14][N:29]1[CH2:30][CH2:31][CH:26]([C:22]2[CH:21]=[C:20]([NH:19][C:17](=[O:18])[CH:16]([CH3:32])[CH3:15])[CH:25]=[CH:24][CH:23]=2)[CH2:27][CH2:28]1. Given the reactants [F:1][C:2]1[CH:7]=[CH:6][CH:5]=[CH:4][C:3]=1[CH2:8][CH2:9][CH2:10][CH2:11][CH2:12][CH2:13][CH3:14].[CH3:15][CH:16]([CH3:32])[C:17]([NH:19][C:20]1[CH:25]=[CH:24][CH:23]=[C:22]([CH:26]2[CH2:31][CH2:30][NH:29][CH2:28][CH2:27]2)[CH:21]=1)=[O:18].C([O-])([O-])=[O:34].[K+].[K+].[Na+].[I-], predict the reaction product.